From a dataset of Forward reaction prediction with 1.9M reactions from USPTO patents (1976-2016). Predict the product of the given reaction. Given the reactants [CH3:1][Si:2]([CH3:33])([CH3:32])[CH2:3][CH2:4][O:5][CH2:6][N:7]1[C:15]2[CH2:14][CH:13]([C:16]3C=NN(COCC[Si](C)(C)C)C=3)[CH2:12][CH2:11][C:10]=2[C:9]([C:29]([OH:31])=[O:30])=[N:8]1.CC12CC1C(=O)CC2, predict the reaction product. The product is: [CH3:16][C:13]12[CH2:12][CH:11]1[C:10]1[C:9]([C:29]([OH:31])=[O:30])=[N:8][N:7]([CH2:6][O:5][CH2:4][CH2:3][Si:2]([CH3:1])([CH3:33])[CH3:32])[C:15]=1[CH2:14]2.